Dataset: Peptide-MHC class II binding affinity with 134,281 pairs from IEDB. Task: Regression. Given a peptide amino acid sequence and an MHC pseudo amino acid sequence, predict their binding affinity value. This is MHC class II binding data. The peptide sequence is AALAAAAGVPPADKY. The MHC is DRB1_1201 with pseudo-sequence DRB1_1201. The binding affinity (normalized) is 0.219.